This data is from Merck oncology drug combination screen with 23,052 pairs across 39 cell lines. The task is: Regression. Given two drug SMILES strings and cell line genomic features, predict the synergy score measuring deviation from expected non-interaction effect. (1) Drug 1: NC(=O)c1cccc2cn(-c3ccc(C4CCCNC4)cc3)nc12. Drug 2: C#Cc1cccc(Nc2ncnc3cc(OCCOC)c(OCCOC)cc23)c1. Cell line: NCIH23. Synergy scores: synergy=-6.63. (2) Drug 1: CCN(CC)CCNC(=O)c1c(C)[nH]c(C=C2C(=O)Nc3ccc(F)cc32)c1C. Drug 2: O=C(O)C1(Cc2cccc(Nc3nccs3)n2)CCC(Oc2cccc(Cl)c2F)CC1. Cell line: MDAMB436. Synergy scores: synergy=0.737. (3) Drug 1: N.N.O=C(O)C1(C(=O)O)CCC1.[Pt]. Drug 2: COC1CC2CCC(C)C(O)(O2)C(=O)C(=O)N2CCCCC2C(=O)OC(C(C)CC2CCC(OP(C)(C)=O)C(OC)C2)CC(=O)C(C)C=C(C)C(O)C(OC)C(=O)C(C)CC(C)C=CC=CC=C1C. Cell line: COLO320DM. Synergy scores: synergy=13.6. (4) Drug 1: CN1C(=O)C=CC2(C)C3CCC4(C)C(NC(=O)OCC(F)(F)F)CCC4C3CCC12. Drug 2: CC1CC2C3CCC4=CC(=O)C=CC4(C)C3(F)C(O)CC2(C)C1(O)C(=O)CO. Cell line: HT29. Synergy scores: synergy=6.59. (5) Drug 1: O=C(O)C1(Cc2cccc(Nc3nccs3)n2)CCC(Oc2cccc(Cl)c2F)CC1. Drug 2: Cn1c(=O)n(-c2ccc(C(C)(C)C#N)cc2)c2c3cc(-c4cnc5ccccc5c4)ccc3ncc21. Cell line: RPMI7951. Synergy scores: synergy=8.84. (6) Drug 1: COC12C(COC(N)=O)C3=C(C(=O)C(C)=C(N)C3=O)N1CC1NC12. Drug 2: CNC(=O)c1cc(Oc2ccc(NC(=O)Nc3ccc(Cl)c(C(F)(F)F)c3)cc2)ccn1. Cell line: OCUBM. Synergy scores: synergy=-17.7. (7) Drug 1: N.N.O=C(O)C1(C(=O)O)CCC1.[Pt]. Drug 2: NC1(c2ccc(-c3nc4ccn5c(=O)[nH]nc5c4cc3-c3ccccc3)cc2)CCC1. Cell line: SW837. Synergy scores: synergy=-2.43.